Predict the reaction yield, written as a fraction of the theoretical maximum amount of product (1.0 means a 100% yield; for example, 0.34 means a 34% yield). From a dataset of Reaction yield outcomes from USPTO patents with 853,638 reactions. (1) The reactants are Cl[C:2]1[N:7]=[CH:6][C:5]([S:8]([N:11]2[C:15]([C:16]3[CH:21]=[CH:20][CH:19]=[CH:18][CH:17]=3)=[CH:14][C:13]([CH2:22][N:23](C)[C:24](=O)OC(C)(C)C)=[CH:12]2)(=[O:10])=[O:9])=[CH:4][C:3]=1[CH3:32].NN.[C:35](=[O:38])([O-:37])O.[Na+].[C:40]([O:43]CC)(=[O:42])[CH3:41].Cl. The catalyst is O1CCCC1.C(O)C. The product is [C:40]([OH:43])(=[O:42])/[CH:41]=[CH:2]/[C:35]([OH:37])=[O:38].[CH3:24][NH:23][CH2:22][C:13]1[CH:14]=[C:15]([C:16]2[CH:17]=[CH:18][CH:19]=[CH:20][CH:21]=2)[N:11]([S:8]([C:5]2[CH:6]=[N:7][CH:2]=[C:3]([CH3:32])[CH:4]=2)(=[O:10])=[O:9])[CH:12]=1. The yield is 0.400. (2) The reactants are Br[C:2]1[C:10]([CH3:11])=[C:9]2[C:5]([C:6](=[O:13])[C:7](=[O:12])[NH:8]2)=[CH:4][CH:3]=1.[C:14]1(B(O)O)[CH:19]=[CH:18][CH:17]=[CH:16][CH:15]=1.C([O-])(O)=O.[Na+]. The catalyst is COCCOC.O.C1C=CC([P]([Pd]([P](C2C=CC=CC=2)(C2C=CC=CC=2)C2C=CC=CC=2)([P](C2C=CC=CC=2)(C2C=CC=CC=2)C2C=CC=CC=2)[P](C2C=CC=CC=2)(C2C=CC=CC=2)C2C=CC=CC=2)(C2C=CC=CC=2)C2C=CC=CC=2)=CC=1. The product is [CH3:11][C:10]1[C:2]([C:14]2[CH:19]=[CH:18][CH:17]=[CH:16][CH:15]=2)=[CH:3][CH:4]=[C:5]2[C:9]=1[NH:8][C:7](=[O:12])[C:6]2=[O:13]. The yield is 0.510. (3) The reactants are F[P-](F)(F)(F)(F)F.N1(OC(N(C)C)=[N+](C)C)C2N=CC=CC=2N=N1.[C:25]([N:32]1[CH2:40][CH2:39][CH:35]([C:36]([OH:38])=O)[CH2:34][CH2:33]1)([O:27][C:28]([CH3:31])([CH3:30])[CH3:29])=[O:26].CN1CCOCC1.[NH2:48][C:49]1[N:50]=[CH:51][C:52](/[C:64](=[N:66]/[NH2:67])/[NH2:65])=[N:53][C:54]=1[C:55]1[O:56][C:57]([C:60]([CH3:63])([CH3:62])[CH3:61])=[N:58][N:59]=1. The catalyst is CC(N(C)C)=O. The product is [NH2:65]/[C:64](/[C:52]1[CH:51]=[N:50][C:49]([NH2:48])=[C:54]([C:55]2[O:56][C:57]([C:60]([CH3:63])([CH3:62])[CH3:61])=[N:58][N:59]=2)[N:53]=1)=[N:66]\[NH:67][C:36]([CH:35]1[CH2:34][CH2:33][N:32]([C:25]([O:27][C:28]([CH3:29])([CH3:30])[CH3:31])=[O:26])[CH2:40][CH2:39]1)=[O:38]. The yield is 0.950. (4) The reactants are [NH2:1][C:2]1[C:3]([NH:13][C@@H:14]2[CH2:19][CH2:18][C@H:17]([C:20]([NH:22][CH:23]([CH3:25])[CH3:24])=[O:21])[CH2:16][CH2:15]2)=[CH:4][C:5]([O:8][CH2:9][CH2:10][O:11][CH3:12])=[N:6][CH:7]=1.[F:26][C:27]1[CH:37]=[CH:36][C:30]([C:31]([N:33]=[C:34]=S)=[O:32])=[CH:29][CH:28]=1.CCN(C(C)C)C(C)C.C(Cl)CCl. The catalyst is C1COCC1. The product is [F:26][C:27]1[CH:28]=[CH:29][C:30]([C:31](/[N:33]=[C:34]2/[N:13]([C@H:14]3[CH2:19][CH2:18][C@@H:17]([C:20](=[O:21])[NH:22][CH:23]([CH3:25])[CH3:24])[CH2:16][CH2:15]3)[C:3]3[CH:4]=[C:5]([O:8][CH2:9][CH2:10][O:11][CH3:12])[N:6]=[CH:7][C:2]=3[NH:1]/2)=[O:32])=[CH:36][CH:37]=1. The yield is 0.500. (5) The reactants are N.[O-:2][N+:3]1[C:8]2[CH:9]=[CH:10][CH:11]=[CH:12][C:7]=2[N+:6]([O-:13])=[C:5]([NH:14][CH2:15][CH2:16][CH2:17][N:18]([CH3:29])[CH2:19][CH2:20][CH2:21][NH:22][C:23](=[O:28])[C:24](F)(F)F)[N:4]=1.N1(C([C:37]2[C:50]3[C:41](=[N:42][C:43]4[C:48]([N:49]=3)=C[CH:46]=[CH:45][CH:44]=4)[CH:40]=[CH:39][CH:38]=2)=O)C=CN=C1. The catalyst is CO. The product is [O-:2][N+:3]1[C:8]2[CH:9]=[CH:10][CH:11]=[CH:12][C:7]=2[N+:6]([O-:13])=[C:5]([NH:14][CH2:15][CH2:16][CH2:17][N:18]([CH3:29])[CH2:19][CH2:20][CH2:21][NH:22][C:23]([C:24]2[C:48]3[C:43](=[N:42][C:41]4[C:50]([N:49]=3)=[CH:37][CH:38]=[CH:39][CH:40]=4)[CH:44]=[CH:45][CH:46]=2)=[O:28])[N:4]=1. The yield is 0.820. (6) The reactants are [CH:1]12[NH:7][CH:4]([CH2:5][CH2:6]1)[CH2:3][CH:2]2[C:8]([O:10][CH2:11][CH3:12])=[O:9].C(N(CC)CC)C.Cl[C:21]([O:23][CH2:24][C:25]1[CH:30]=[CH:29][CH:28]=[CH:27][CH:26]=1)=[O:22].C(OCC)(=O)C.CCCCCC. The catalyst is ClCCl. The product is [CH:1]12[N:7]([C:21]([O:23][CH2:24][C:25]3[CH:30]=[CH:29][CH:28]=[CH:27][CH:26]=3)=[O:22])[CH:4]([CH2:5][CH2:6]1)[CH2:3][CH:2]2[C:8]([O:10][CH2:11][CH3:12])=[O:9]. The yield is 0.580. (7) The reactants are [H-].[K+].Br[C:4]1[CH:12]=[C:11]2[C:7]([CH:8]=[CH:9][NH:10]2)=[CH:6][CH:5]=1.C([Li])(C)(C)C.CCCCC.[CH3:23][S:24]SC. The catalyst is O1CCCC1. The product is [CH3:23][S:24][C:4]1[CH:12]=[C:11]2[C:7]([CH:8]=[CH:9][NH:10]2)=[CH:6][CH:5]=1. The yield is 0.530. (8) The reactants are C(N(CC)CC)C.[Br:8][C:9]1[CH:14]=[CH:13][C:12]([C:15]2([OH:21])[CH2:20][CH2:19][NH:18][CH2:17][CH2:16]2)=[CH:11][CH:10]=1.[C:22](O[C:22]([O:24][C:25]([CH3:28])([CH3:27])[CH3:26])=[O:23])([O:24][C:25]([CH3:28])([CH3:27])[CH3:26])=[O:23]. The catalyst is C(Cl)Cl.O. The product is [C:25]([O:24][C:22]([N:18]1[CH2:17][CH2:16][C:15]([C:12]2[CH:13]=[CH:14][C:9]([Br:8])=[CH:10][CH:11]=2)([OH:21])[CH2:20][CH2:19]1)=[O:23])([CH3:28])([CH3:27])[CH3:26]. The yield is 0.980.